Dataset: Merck oncology drug combination screen with 23,052 pairs across 39 cell lines. Task: Regression. Given two drug SMILES strings and cell line genomic features, predict the synergy score measuring deviation from expected non-interaction effect. Drug 1: CS(=O)(=O)CCNCc1ccc(-c2ccc3ncnc(Nc4ccc(OCc5cccc(F)c5)c(Cl)c4)c3c2)o1. Cell line: A2780. Synergy scores: synergy=71.4. Drug 2: Cc1nc(Nc2ncc(C(=O)Nc3c(C)cccc3Cl)s2)cc(N2CCN(CCO)CC2)n1.